From a dataset of Reaction yield outcomes from USPTO patents with 853,638 reactions. Predict the reaction yield, written as a fraction of the theoretical maximum amount of product (1.0 means a 100% yield; for example, 0.34 means a 34% yield). (1) The reactants are C(O[CH:5]([C:11]1[CH:20]=[CH:19][CH:18]=[C:17]2[C:12]=1[CH:13]=[CH:14][N:15]=[CH:16]2)[C:6]([O:8][CH2:9][CH3:10])=[O:7])(=O)C. The catalyst is C(O)C. The product is [CH:16]1[C:17]2[C:12](=[C:11]([CH2:5][C:6]([O:8][CH2:9][CH3:10])=[O:7])[CH:20]=[CH:19][CH:18]=2)[CH:13]=[CH:14][N:15]=1. The yield is 0.670. (2) The reactants are Br[C:2]1[CH:10]=[C:9]2[C:5]([CH:6]=[N:7][N:8]2[CH2:11][CH:12]([CH3:14])[CH3:13])=[CH:4][C:3]=1[O:15][C:16]1[CH:21]=[CH:20][C:19]([F:22])=[CH:18][C:17]=1[F:23].C[C:25]([N:27](C)C)=O. No catalyst specified. The product is [F:23][C:17]1[CH:18]=[C:19]([F:22])[CH:20]=[CH:21][C:16]=1[O:15][C:3]1[CH:4]=[C:5]2[C:9](=[CH:10][C:2]=1[C:25]#[N:27])[N:8]([CH2:11][CH:12]([CH3:14])[CH3:13])[N:7]=[CH:6]2. The yield is 0.950.